This data is from Merck oncology drug combination screen with 23,052 pairs across 39 cell lines. The task is: Regression. Given two drug SMILES strings and cell line genomic features, predict the synergy score measuring deviation from expected non-interaction effect. (1) Drug 1: COC1=C2CC(C)CC(OC)C(O)C(C)C=C(C)C(OC(N)=O)C(OC)C=CC=C(C)C(=O)NC(=CC1=O)C2=O. Drug 2: Cn1cc(-c2cnn3c(N)c(Br)c(C4CCCNC4)nc23)cn1. Cell line: KPL1. Synergy scores: synergy=-2.27. (2) Drug 1: COC1=C2CC(C)CC(OC)C(O)C(C)C=C(C)C(OC(N)=O)C(OC)C=CC=C(C)C(=O)NC(=CC1=O)C2=O. Drug 2: CCc1c2c(nc3ccc(O)cc13)-c1cc3c(c(=O)n1C2)COC(=O)C3(O)CC. Cell line: OV90. Synergy scores: synergy=-2.64. (3) Drug 1: Nc1ccn(C2OC(CO)C(O)C2(F)F)c(=O)n1. Drug 2: CCN(CC)CCNC(=O)c1c(C)[nH]c(C=C2C(=O)Nc3ccc(F)cc32)c1C. Cell line: ES2. Synergy scores: synergy=2.90. (4) Drug 1: CN1C(=O)C=CC2(C)C3CCC4(C)C(NC(=O)OCC(F)(F)F)CCC4C3CCC12. Drug 2: O=C(NOCC(O)CO)c1ccc(F)c(F)c1Nc1ccc(I)cc1F. Cell line: A375. Synergy scores: synergy=4.40. (5) Drug 2: C#Cc1cccc(Nc2ncnc3cc(OCCOC)c(OCCOC)cc23)c1. Cell line: KPL1. Synergy scores: synergy=0.884. Drug 1: Cn1nnc2c(C(N)=O)ncn2c1=O. (6) Drug 1: COC1CC2CCC(C)C(O)(O2)C(=O)C(=O)N2CCCCC2C(=O)OC(C(C)CC2CCC(OP(C)(C)=O)C(OC)C2)CC(=O)C(C)C=C(C)C(O)C(OC)C(=O)C(C)CC(C)C=CC=CC=C1C. Drug 2: COC1=C2CC(C)CC(OC)C(O)C(C)C=C(C)C(OC(N)=O)C(OC)C=CC=C(C)C(=O)NC(=CC1=O)C2=O. Cell line: HCT116. Synergy scores: synergy=7.45. (7) Drug 1: CS(=O)(=O)CCNCc1ccc(-c2ccc3ncnc(Nc4ccc(OCc5cccc(F)c5)c(Cl)c4)c3c2)o1. Drug 2: COC1CC2CCC(C)C(O)(O2)C(=O)C(=O)N2CCCCC2C(=O)OC(C(C)CC2CCC(OP(C)(C)=O)C(OC)C2)CC(=O)C(C)C=C(C)C(O)C(OC)C(=O)C(C)CC(C)C=CC=CC=C1C. Cell line: T47D. Synergy scores: synergy=15.4.